From a dataset of Catalyst prediction with 721,799 reactions and 888 catalyst types from USPTO. Predict which catalyst facilitates the given reaction. (1) Reactant: [CH3:1][O:2][C:3]1[CH:15]=[CH:14][CH:13]=[CH:12][C:4]=1[CH:5]=[C:6]1[CH2:10][CH2:9][NH:8][C:7]1=[O:11].[H-].[Na+].[CH3:18][O:19][CH2:20][CH2:21]Cl.O. Product: [CH3:1][O:2][C:3]1[CH:15]=[CH:14][CH:13]=[CH:12][C:4]=1[CH:5]=[C:6]1[CH2:10][CH2:9][N:8]([CH2:21][CH2:20][O:19][CH3:18])[C:7]1=[O:11]. The catalyst class is: 9. (2) Reactant: Cl[C:2]1[CH:7]=[C:6](Cl)[N:5]=[C:4]([N:9]2[CH2:14][CH2:13][O:12][CH2:11][CH2:10]2)[N:3]=1.[N:15]1[CH:20]=[CH:19][CH:18]=[C:17](B(O)O)[CH:16]=1.C([O-])([O-])=O.[Cs+].[Cs+].[CH:30]1([NH:33][C:34](=[O:51])[NH:35][C:36]2[CH:41]=[CH:40][C:39](B3OC(C)(C)C(C)(C)O3)=[CH:38][CH:37]=2)[CH2:32][CH2:31]1. Product: [CH:30]1([NH:33][C:34]([NH:35][C:36]2[CH:41]=[CH:40][C:39]([C:2]3[CH:7]=[C:6]([C:17]4[CH:16]=[N:15][CH:20]=[CH:19][CH:18]=4)[N:5]=[C:4]([N:9]4[CH2:14][CH2:13][O:12][CH2:11][CH2:10]4)[N:3]=3)=[CH:38][CH:37]=2)=[O:51])[CH2:32][CH2:31]1. The catalyst class is: 551. (3) Reactant: [Cl:1][C:2](Cl)([O:4]C(=O)OC(Cl)(Cl)Cl)Cl.[CH3:13][S:14]([N:17]1[CH2:22][CH2:21][NH:20][CH2:19][C@@H:18]1[CH3:23])(=[O:16])=[O:15].N1C=CC=CC=1. Product: [CH3:13][S:14]([N:17]1[CH2:22][CH2:21][N:20]([C:2]([Cl:1])=[O:4])[CH2:19][C@@H:18]1[CH3:23])(=[O:15])=[O:16]. The catalyst class is: 2.